From a dataset of Full USPTO retrosynthesis dataset with 1.9M reactions from patents (1976-2016). Predict the reactants needed to synthesize the given product. (1) Given the product [CH2:1]([O:3][C:4](=[O:24])[CH:5]([O:22][CH3:23])[CH2:6][C:7]1[CH:12]=[CH:11][C:10]([O:13][CH2:14][C:15]2[CH:16]=[CH:17][CH:18]=[CH:19][CH:20]=2)=[C:9]([CH3:21])[CH:8]=1)[CH3:2], predict the reactants needed to synthesize it. The reactants are: [CH2:1]([O:3][C:4](=[O:24])[C:5]([O:22][CH3:23])=[CH:6][C:7]1[CH:12]=[CH:11][C:10]([O:13][CH2:14][C:15]2[CH:20]=[CH:19][CH:18]=[CH:17][CH:16]=2)=[C:9]([CH3:21])[CH:8]=1)[CH3:2].[Mg]. (2) Given the product [C:4]([Si:1]([O:8][C@@H:9]1[CH2:14][C@@H:13]2[C@@H:11]([CH2:12]2)[C@@H:10]1[O:15][CH2:25][O:26][CH3:27])([CH3:3])[CH3:2])([CH3:7])([CH3:6])[CH3:5], predict the reactants needed to synthesize it. The reactants are: [Si:1]([O:8][C@@H:9]1[CH2:14][C@@H:13]2[C@@H:11]([CH2:12]2)[C@@H:10]1[OH:15])([C:4]([CH3:7])([CH3:6])[CH3:5])([CH3:3])[CH3:2].CCN(C(C)C)C(C)C.[CH3:25][O:26][CH2:27]Cl. (3) Given the product [NH2:1][C:2]1[C:3]([C:9]([NH:11][C:12]2[CH:16]=[CH:15][N:14]([CH3:17])[N:13]=2)=[O:10])=[N:4][C:5]([S:18][C:19]2[NH:23][CH:22]=[N:21][N:20]=2)=[CH:6][N:7]=1, predict the reactants needed to synthesize it. The reactants are: [NH2:1][C:2]1[C:3]([C:9]([NH:11][C:12]2[CH:16]=[CH:15][N:14]([CH3:17])[N:13]=2)=[O:10])=[N:4][C:5](I)=[CH:6][N:7]=1.[SH:18][C:19]1[NH:23][CH:22]=[N:21][N:20]=1.C1(P(C2C=CC=CC=2)C2C3OC4C(=CC=CC=4P(C4C=CC=CC=4)C4C=CC=CC=4)C(C)(C)C=3C=CC=2)C=CC=CC=1.C(=O)([O-])[O-].[Cs+].[Cs+]. (4) The reactants are: [C:1]([C:3]1[C:4]([N:17]2[CH2:22][CH2:21][CH:20]([C:23](O)=[O:24])[CH2:19][CH2:18]2)=[N:5][C:6]([CH:14]([F:16])[F:15])=[C:7]([C:9]([O:11][CH2:12][CH3:13])=[O:10])[CH:8]=1)#[N:2].[F:26][C:27]1[CH:32]=[CH:31][CH:30]=[CH:29][C:28]=1[CH2:33][S:34]([NH2:37])(=[O:36])=[O:35]. Given the product [C:1]([C:3]1[C:4]([N:17]2[CH2:22][CH2:21][CH:20]([C:23]([NH:37][S:34]([CH2:33][C:28]3[CH:29]=[CH:30][CH:31]=[CH:32][C:27]=3[F:26])(=[O:36])=[O:35])=[O:24])[CH2:19][CH2:18]2)=[N:5][C:6]([CH:14]([F:16])[F:15])=[C:7]([CH:8]=1)[C:9]([O:11][CH2:12][CH3:13])=[O:10])#[N:2], predict the reactants needed to synthesize it. (5) Given the product [F:1][C:2]1[CH:3]=[C:4]([S:8]([CH2:11][CH2:12][S:32][C:33]2[N:47]=[CH:46][CH:45]=[CH:44][C:34]=2[C:35]([NH:37][CH2:38][C:39]2[S:40][CH:41]=[CH:42][CH:43]=2)=[O:36])(=[O:9])=[O:10])[CH:5]=[CH:6][CH:7]=1, predict the reactants needed to synthesize it. The reactants are: [F:1][C:2]1[CH:3]=[C:4]([S:8]([CH2:11][CH2:12]O)(=[O:10])=[O:9])[CH:5]=[CH:6][CH:7]=1.CCN(CC)CC.CS(Cl)(=O)=O.C([O-])([O-])=O.[K+].[K+].[SH:32][C:33]1[N:47]=[CH:46][CH:45]=[CH:44][C:34]=1[C:35]([NH:37][CH2:38][C:39]1[S:40][CH:41]=[CH:42][CH:43]=1)=[O:36]. (6) Given the product [OH:24][C@H:10]([CH2:9][C:5]1[CH:6]=[CH:7][CH:8]=[C:3]([O:2][CH3:1])[CH:4]=1)[C:11]([O:13][CH3:14])=[O:12], predict the reactants needed to synthesize it. The reactants are: [CH3:1][O:2][C:3]1[CH:4]=[C:5](/[CH:9]=[CH:10]/[C:11]([O:13][CH3:14])=[O:12])[CH:6]=[CH:7][CH:8]=1.C(O)(=[O:24])C=CC1C=CC=CC=1.